Dataset: Reaction yield outcomes from USPTO patents with 853,638 reactions. Task: Predict the reaction yield, written as a fraction of the theoretical maximum amount of product (1.0 means a 100% yield; for example, 0.34 means a 34% yield). (1) The reactants are C(O[C:6]([N:8]1[CH:13]2[CH2:14][CH2:15][CH:9]1[CH2:10][N:11]([C:16]1[N:21]=[CH:20][CH:19]=[CH:18][N:17]=1)[CH2:12]2)=[O:7])(C)(C)C.FC(F)(F)C1[CH:25]=[C:26]([C:30]2[CH:35]=[CH:34][C:33](C(O)=O)=[CH:32][CH:31]=2)[CH:27]=CC=1.[CH2:41](Cl)[CH2:42]Cl.[CH:45]1[CH:46]=CC2N(O)N=N[C:49]=2[CH:50]=1.Cl.O1CCOC[CH2:57]1. The catalyst is O.CCOC(C)=O. The product is [C:26]([C:30]1[CH:31]=[C:32]([C:42]2[CH:41]=[CH:49][C:50]([C:6]([N:8]3[CH:9]4[CH2:15][CH2:14][CH:13]3[CH2:12][N:11]([C:16]3[N:17]=[CH:18][CH:19]=[CH:20][N:21]=3)[CH2:10]4)=[O:7])=[CH:45][CH:46]=2)[CH:33]=[CH:34][CH:35]=1)([CH3:25])([CH3:27])[CH3:57]. The yield is 0.320. (2) The catalyst is O1CCCC1. The reactants are [C:1]([C:3]1[CH:8]=[CH:7][C:6]([N:9]2[CH:17]([CH:18]3[CH2:22][CH2:21][CH2:20][CH2:19]3)[CH:16]3[C:11]([C:12]4[CH:26]=[CH:25][C:24]([C:27]([O:29]CC)=[O:28])=[CH:23][C:13]=4[CH2:14][CH2:15]3)=[N:10]2)=[CH:5][C:4]=1[CH2:32][O:33][CH3:34])#[N:2].CO.[OH-].[Na+]. The product is [C:1]([C:3]1[CH:8]=[CH:7][C:6]([N:9]2[CH:17]([CH:18]3[CH2:19][CH2:20][CH2:21][CH2:22]3)[CH:16]3[C:11]([C:12]4[CH:26]=[CH:25][C:24]([C:27]([OH:29])=[O:28])=[CH:23][C:13]=4[CH2:14][CH2:15]3)=[N:10]2)=[CH:5][C:4]=1[CH2:32][O:33][CH3:34])#[N:2]. The yield is 0.180. (3) The reactants are [CH3:1][C:2]1[CH:19]=[CH:18][CH:17]=[C:16]([CH3:20])[C:3]=1/[CH:4]=[CH:5]/[C:6]1[CH:7]=[C:8]([CH2:12][CH2:13][CH2:14][NH2:15])[CH:9]=[CH:10][CH:11]=1.[ClH:21]. The catalyst is C(OCC)C. The product is [ClH:21].[CH3:1][C:2]1[CH:19]=[CH:18][CH:17]=[C:16]([CH3:20])[C:3]=1/[CH:4]=[CH:5]/[C:6]1[CH:7]=[C:8]([CH2:12][CH2:13][CH2:14][NH2:15])[CH:9]=[CH:10][CH:11]=1. The yield is 0.950. (4) The reactants are [Cl:1][C:2]1[CH:3]=[C:4]([NH2:20])[C:5]([NH2:19])=[CH:6][C:7]=1[C:8]1[CH:13]=[CH:12][C:11]([C:14]([F:17])([F:16])[F:15])=[CH:10][C:9]=1[Cl:18]. The catalyst is C(O)(C(F)(F)F)=O.Cl. The product is [Cl:1][C:2]1[C:7]([C:8]2[CH:13]=[CH:12][C:11]([C:14]([F:17])([F:15])[F:16])=[CH:10][C:9]=2[Cl:18])=[CH:6][C:5]2[NH:19][C:11]([C:14]([F:17])([F:16])[F:15])=[N:20][C:4]=2[CH:3]=1. The yield is 0.870.